This data is from Reaction yield outcomes from USPTO patents with 853,638 reactions. The task is: Predict the reaction yield, written as a fraction of the theoretical maximum amount of product (1.0 means a 100% yield; for example, 0.34 means a 34% yield). (1) The reactants are [C:1]([C:5]1[N:9]=[CH:8][NH:7][C:6]=1[CH2:10][OH:11])([CH3:4])([CH3:3])[CH3:2]. The catalyst is CC(C)=O.[O-2].[O-2].[Mn+4]. The product is [C:1]([C:5]1[N:9]=[CH:8][NH:7][C:6]=1[CH:10]=[O:11])([CH3:4])([CH3:2])[CH3:3]. The yield is 0.510. (2) The reactants are Br[C:2]1[NH:6][CH:5]=[C:4]([CH:7]=[O:8])[CH:3]=1.[CH3:9][S:10][C:11]1[CH:16]=[CH:15][CH:14]=[CH:13][C:12]=1B(O)O.C(=O)([O-])[O-].[Na+].[Na+].COCCOC. The catalyst is O. The product is [CH3:9][S:10][C:11]1[CH:16]=[CH:15][CH:14]=[CH:13][C:12]=1[C:2]1[NH:6][CH:5]=[C:4]([CH:7]=[O:8])[CH:3]=1. The yield is 0.690.